This data is from Catalyst prediction with 721,799 reactions and 888 catalyst types from USPTO. The task is: Predict which catalyst facilitates the given reaction. (1) Reactant: [NH2:1][C:2]1[C:7]([CH3:8])=[CH:6][C:5]([C:9]([OH:18])([C:14]([F:17])([F:16])[F:15])[C:10]([F:13])([F:12])[F:11])=[CH:4][C:3]=1[CH2:19][CH3:20].N1C=CC=CC=1.O.[N+:28]([C:31]1[CH:32]=[C:33]([CH:37]=[CH:38][CH:39]=1)[C:34](Cl)=[O:35])([O-:30])=[O:29]. Product: [CH2:19]([C:3]1[CH:4]=[C:5]([C:9]([OH:18])([C:10]([F:11])([F:12])[F:13])[C:14]([F:15])([F:16])[F:17])[CH:6]=[C:7]([CH3:8])[C:2]=1[NH:1][C:34](=[O:35])[C:33]1[CH:37]=[CH:38][CH:39]=[C:31]([N+:28]([O-:30])=[O:29])[CH:32]=1)[CH3:20]. The catalyst class is: 1. (2) Reactant: Br[C:2]1[CH:3]=[CH:4][C:5]([F:21])=[C:6]([C:8]2[C:13]([O:14][C@H:15]([CH2:17][CH:18]=[CH2:19])[CH3:16])=[CH:12][CH:11]=[CH:10][C:9]=2[F:20])[CH:7]=1.[CH3:22][C:23]1([CH3:39])[C:27]([CH3:29])([CH3:28])[O:26][B:25]([B:25]2[O:26][C:27]([CH3:29])([CH3:28])[C:23]([CH3:39])([CH3:22])[O:24]2)[O:24]1.C([O-])(=O)C.[K+]. Product: [F:20][C:9]1[CH:10]=[CH:11][CH:12]=[C:13]([O:14][C@H:15]([CH2:17][CH:18]=[CH2:19])[CH3:16])[C:8]=1[C:6]1[C:5]([F:21])=[CH:4][CH:3]=[C:2]([B:25]2[O:26][C:27]([CH3:29])([CH3:28])[C:23]([CH3:39])([CH3:22])[O:24]2)[CH:7]=1. The catalyst class is: 12. (3) Reactant: C(Cl)Cl.[O:4]1[C:8]2[CH:9]=[CH:10][CH:11]=[CH:12][C:7]=2[C:6](=[O:13])[CH2:5]1.C(N(C(C)C)CC)(C)C.[F:23][C:24]([F:37])([F:36])[S:25](O[S:25]([C:24]([F:37])([F:36])[F:23])(=[O:27])=[O:26])(=[O:27])=[O:26]. Product: [O:4]1[C:8]2[CH:9]=[CH:10][CH:11]=[CH:12][C:7]=2[C:6]([O:13][S:25]([C:24]([F:37])([F:36])[F:23])(=[O:27])=[O:26])=[CH:5]1. The catalyst class is: 6. (4) Reactant: [C:1]([O:5][C:6]([NH:8][C:9]1([C:13]2[CH:18]=[CH:17][C:16]([C:19]3[O:27][C:26]4[C:25]([C:28]([O:30]C)=[O:29])=[CH:24][N:23]([CH3:32])[C:22](=[O:33])[C:21]=4[C:20]=3[C:34]3[CH:39]=[CH:38][CH:37]=[CH:36][CH:35]=3)=[CH:15][CH:14]=2)[CH2:12][CH2:11][CH2:10]1)=[O:7])([CH3:4])([CH3:3])[CH3:2].[OH-].[Na+]. Product: [C:1]([O:5][C:6]([NH:8][C:9]1([C:13]2[CH:14]=[CH:15][C:16]([C:19]3[O:27][C:26]4[C:25]([C:28]([OH:30])=[O:29])=[CH:24][N:23]([CH3:32])[C:22](=[O:33])[C:21]=4[C:20]=3[C:34]3[CH:35]=[CH:36][CH:37]=[CH:38][CH:39]=3)=[CH:17][CH:18]=2)[CH2:10][CH2:11][CH2:12]1)=[O:7])([CH3:4])([CH3:2])[CH3:3]. The catalyst class is: 393. (5) Reactant: [C:1]1([C:7]2[O:8][CH:9]=[N:10][N:11]=2)[CH:6]=[CH:5][CH:4]=[CH:3][CH:2]=1.[Li]CCCC.[N:17]#N.CCOCC.[C:24]([C@:31](N)([CH2:34][CH3:35])[CH:32]=[O:33])([O:26][C:27]([CH3:30])([CH3:29])[CH3:28])=[O:25]. Product: [C:24]([C@@H:31]([CH2:34][CH2:35][NH2:17])[CH:32]([C:9]1[O:8][C:7]([C:1]2[CH:2]=[CH:3][CH:4]=[CH:5][CH:6]=2)=[N:11][N:10]=1)[OH:33])([O:26][C:27]([CH3:30])([CH3:29])[CH3:28])=[O:25]. The catalyst class is: 1. (6) Reactant: Cl.[O:2]1[CH:6]=[CH:5][N:4]=[C:3]1[C:7](=[O:17])[CH2:8][CH2:9][CH2:10][CH:11]1[CH2:16][CH2:15][NH:14][CH2:13][CH2:12]1.CCN(CC)CC.[C:25]([CH2:29][C:30](Cl)=[O:31])([CH3:28])([CH3:27])[CH3:26]. Product: [CH3:26][C:25]([CH3:28])([CH3:27])[CH2:29][C:30]([N:14]1[CH2:15][CH2:16][CH:11]([CH2:10][CH2:9][CH2:8][C:7]([C:3]2[O:2][CH:6]=[CH:5][N:4]=2)=[O:17])[CH2:12][CH2:13]1)=[O:31]. The catalyst class is: 2.